From a dataset of Peptide-MHC class II binding affinity with 134,281 pairs from IEDB. Regression. Given a peptide amino acid sequence and an MHC pseudo amino acid sequence, predict their binding affinity value. This is MHC class II binding data. The MHC is DRB1_0404 with pseudo-sequence DRB1_0404. The binding affinity (normalized) is 0.0501. The peptide sequence is NWVPTGRTTWSIHAGGEW.